From a dataset of NCI-60 drug combinations with 297,098 pairs across 59 cell lines. Regression. Given two drug SMILES strings and cell line genomic features, predict the synergy score measuring deviation from expected non-interaction effect. (1) Drug 1: CC(C1=C(C=CC(=C1Cl)F)Cl)OC2=C(N=CC(=C2)C3=CN(N=C3)C4CCNCC4)N. Drug 2: C1=C(C(=O)NC(=O)N1)F. Cell line: K-562. Synergy scores: CSS=41.7, Synergy_ZIP=-4.00, Synergy_Bliss=-4.70, Synergy_Loewe=-7.37, Synergy_HSA=-3.41. (2) Drug 1: CC1=CC=C(C=C1)C2=CC(=NN2C3=CC=C(C=C3)S(=O)(=O)N)C(F)(F)F. Drug 2: CCC(=C(C1=CC=CC=C1)C2=CC=C(C=C2)OCCN(C)C)C3=CC=CC=C3.C(C(=O)O)C(CC(=O)O)(C(=O)O)O. Cell line: EKVX. Synergy scores: CSS=2.40, Synergy_ZIP=1.74, Synergy_Bliss=0.955, Synergy_Loewe=-0.404, Synergy_HSA=-2.61.